Dataset: Catalyst prediction with 721,799 reactions and 888 catalyst types from USPTO. Task: Predict which catalyst facilitates the given reaction. (1) Reactant: [C:1]([NH:4][C@H:5]1[CH2:9][CH2:8][N:7]([C:10]2[C:11]([C:21](N(OC)C)=[O:22])=[CH:12][C:13]([Cl:20])=[C:14]3[C:19]=2[N:18]=[CH:17][CH:16]=[CH:15]3)[CH2:6]1)(=[O:3])[CH3:2].[CH3:27][Mg]Br. Product: [C:21]([C:11]1[C:10]([N:7]2[CH2:8][CH2:9][C@H:5]([NH:4][C:1](=[O:3])[CH3:2])[CH2:6]2)=[C:19]2[C:14]([CH:15]=[CH:16][CH:17]=[N:18]2)=[C:13]([Cl:20])[CH:12]=1)(=[O:22])[CH3:27]. The catalyst class is: 7. (2) Reactant: Cl[C:2]1[N:7]=[C:6]([C:8]2[CH:22]=[CH:21][C:11]([O:12][CH2:13][CH2:14][N:15]3[CH2:20][CH2:19][O:18][CH2:17][CH2:16]3)=[CH:10][CH:9]=2)[CH:5]=[CH:4][N:3]=1.Cl.[NH2:24][CH2:25][C:26]1[CH:35]=[CH:34][C:29]([C:30]([O:32][CH3:33])=[O:31])=[CH:28][CH:27]=1.C(=O)([O-])[O-].[Cs+].[Cs+].C1C=CC(P(C2C(C3C(P(C4C=CC=CC=4)C4C=CC=CC=4)=CC=C4C=3C=CC=C4)=C3C(C=CC=C3)=CC=2)C2C=CC=CC=2)=CC=1. Product: [N:15]1([CH2:14][CH2:13][O:12][C:11]2[CH:21]=[CH:22][C:8]([C:6]3[CH:5]=[CH:4][N:3]=[C:2]([NH:24][CH2:25][C:26]4[CH:27]=[CH:28][C:29]([C:30]([O:32][CH3:33])=[O:31])=[CH:34][CH:35]=4)[N:7]=3)=[CH:9][CH:10]=2)[CH2:20][CH2:19][O:18][CH2:17][CH2:16]1. The catalyst class is: 101. (3) Reactant: FC(F)(F)S(O[C:7]1[C:12]2[CH2:13][O:14][C@@H:15]3[C@@H:19]([C:11]=2[CH:10]=[CH:9][CH:8]=1)[CH2:18][N:17]([C:20]([O:22][C:23]([CH3:26])([CH3:25])[CH3:24])=[O:21])[CH2:16]3)(=O)=O.[C:29]1(B(O)O)[CH2:33][CH2:32][CH2:31][CH:30]=1.C(=O)([O-])[O-].[K+].[K+].O. Product: [C:29]1([C:7]2[C:12]3[CH2:13][O:14][C@@H:15]4[C@@H:19]([C:11]=3[CH:10]=[CH:9][CH:8]=2)[CH2:18][N:17]([C:20]([O:22][C:23]([CH3:26])([CH3:24])[CH3:25])=[O:21])[CH2:16]4)[CH2:33][CH2:32][CH2:31][CH:30]=1. The catalyst class is: 12. (4) Reactant: CC([O-])(C)C.[Na+].Br[C:8]1[CH:13]=[CH:12][C:11]([CH3:14])=[CH:10][CH:9]=1.CC(C1C=C(C(C)C)C(C2C=CC=CC=2P(C2CCCCC2)C2CCCCC2)=C(C(C)C)C=1)C.Cl.[O:50]1[C:54]2=[CH:55][N:56]=[CH:57][CH:58]=[C:53]2[C:52](=[O:59])[CH2:51]1. Product: [C:11]1([CH3:14])[CH:12]=[CH:13][C:8]([C:51]2[O:50][C:54]3=[CH:55][N:56]=[CH:57][CH:58]=[C:53]3[C:52]=2[OH:59])=[CH:9][CH:10]=1. The catalyst class is: 718. (5) The catalyst class is: 518. Reactant: [C:1]([C:5]1[CH:35]=[CH:34][C:8]([NH:9][C:10]2[C:19]3[C:14](=[CH:15][CH:16]=[CH:17][CH:18]=3)[C:13]([CH2:20][C:21]3[CH:22]=[N:23][C:24]([O:32]C)=[C:25]([C:27]4[O:28][CH:29]=[CH:30][CH:31]=4)[CH:26]=3)=[N:12][N:11]=2)=[CH:7][CH:6]=1)([CH3:4])([CH3:3])[CH3:2].C(C1C=CC(NC2C3C(=CC=CC=3)C(CC3C=NC(OC)=C(Br)C=3)=NN=2)=CC=1)(C)(C)C.C([Sn](CCCC)(CCCC)C1OC=CC=1)CCC. Product: [C:1]([C:5]1[CH:6]=[CH:7][C:8]([NH:9][C:10]2[C:19]3[C:14](=[CH:15][CH:16]=[CH:17][CH:18]=3)[C:13]([CH2:20][C:21]3[CH:22]=[N:23][C:24]([OH:32])=[C:25]([C:27]4[O:28][CH:29]=[CH:30][CH:31]=4)[CH:26]=3)=[N:12][N:11]=2)=[CH:34][CH:35]=1)([CH3:4])([CH3:2])[CH3:3]. (6) Reactant: [CH3:1][C:2]1[NH:3][CH:4]=[C:5]([CH3:21])[C:6]=1[C:7]1[CH:12]=[CH:11][N:10]=[C:9]([NH:13][C:14]2[CH:19]=[CH:18][C:17]([F:20])=[CH:16][CH:15]=2)[N:8]=1.[Cl:22]N1C(=O)CCC1=O. Product: [Cl:22][C:4]1[NH:3][C:2]([CH3:1])=[C:6]([C:7]2[CH:12]=[CH:11][N:10]=[C:9]([NH:13][C:14]3[CH:19]=[CH:18][C:17]([F:20])=[CH:16][CH:15]=3)[N:8]=2)[C:5]=1[CH3:21]. The catalyst class is: 1. (7) Reactant: C(OC([N:8]1[C:13](=[O:14])[CH:12]2[C:10]([C:15]3[CH:20]=[CH:19][C:18]([Cl:21])=[C:17]([Cl:22])[CH:16]=3)([CH2:11]2)[CH2:9]1)=O)(C)(C)C.FC(F)(F)C(O)=O. Product: [Cl:22][C:17]1[CH:16]=[C:15]([C@@:10]23[CH2:11][C@@H:12]2[C:13](=[O:14])[NH:8][CH2:9]3)[CH:20]=[CH:19][C:18]=1[Cl:21]. The catalyst class is: 4. (8) Reactant: [C:1]([N:4]1[CH2:9][CH2:8][CH:7](C(O)=O)[CH2:6][CH2:5]1)(=[O:3])[CH3:2].[I:13]N1C(C)(C)C(=O)N(C)C1=O. Product: [C:1]([N:4]1[CH2:9][CH2:8][CH:7]([I:13])[CH2:6][CH2:5]1)(=[O:3])[CH3:2]. The catalyst class is: 2. (9) Reactant: [F:1][C:2]1[CH:7]=[CH:6][C:5]([C:8]2[C:9]([C:31]#[N:32])=[CH:10][N:11]3[C:16]=2[CH:15]=[CH:14][C:13]([CH2:17][N:18]2[CH:22]=[C:21]([C:23]([OH:30])([C:26]([F:29])([F:28])[F:27])[CH2:24][CH3:25])[N:20]=[N:19]2)=[CH:12]3)=[CH:4][CH:3]=1.C([O-])([O-])=[O:34].C([O-])([O-])=O.OO.OO.OO.[Na+].[Na+].[Na+].[Na+]. Product: [F:1][C:2]1[CH:3]=[CH:4][C:5]([C:8]2[C:9]([C:31]([NH2:32])=[O:34])=[CH:10][N:11]3[C:16]=2[CH:15]=[CH:14][C:13]([CH2:17][N:18]2[CH:22]=[C:21]([C:23]([OH:30])([C:26]([F:28])([F:29])[F:27])[CH2:24][CH3:25])[N:20]=[N:19]2)=[CH:12]3)=[CH:6][CH:7]=1. The catalyst class is: 95. (10) The catalyst class is: 660. Reactant: Br[C:2]1[S:3][CH:4]=[C:5]([C:7]([O:9]C)=[O:8])[N:6]=1.CC1(C)C(C)(C)OB([C:19]2[CH:20]=[N:21][N:22]([CH2:24][O:25][CH2:26][CH2:27][Si:28]([CH3:31])([CH3:30])[CH3:29])[CH:23]=2)O1.C([O-])([O-])=O.[K+].[K+]. Product: [CH3:29][Si:28]([CH3:31])([CH3:30])[CH2:27][CH2:26][O:25][CH2:24][N:22]1[CH:23]=[C:19]([C:2]2[S:3][CH:4]=[C:5]([C:7]([OH:9])=[O:8])[N:6]=2)[CH:20]=[N:21]1.